Regression/Classification. Given a drug SMILES string, predict its toxicity properties. Task type varies by dataset: regression for continuous values (e.g., LD50, hERG inhibition percentage) or binary classification for toxic/non-toxic outcomes (e.g., AMES mutagenicity, cardiotoxicity, hepatotoxicity). Dataset: herg_karim. From a dataset of hERG potassium channel inhibition data for cardiac toxicity prediction from Karim et al.. (1) The drug is O=C(Nc1ccc(Cl)c(Cl)c1)N1CCN(C[C@@H]2CCCN(Cc3ccccc3)C2)CC1. The result is 1 (blocker). (2) The molecule is O=C(CCc1ccccc1)N[C@H]1CC[C@](O)(c2ccc(O)cc2)CC1. The result is 0 (non-blocker). (3) The molecule is COc1ccc2ncc(F)c(CC[C@]34CC[C@](NCc5nc6c(c(C)c5C(C)C)OCC(=O)N6)(CC3)CO4)c2n1. The result is 1 (blocker). (4) The drug is Cc1nc2cc(F)ccc2c(=O)n1-c1ccc(OCCCN2CCCC2)cc1. The result is 1 (blocker). (5) The compound is CC1(c2nc(-c3ccccc3)c[nH]2)Cc2c([nH]c3ccccc23)C(C2CCOCC2)N1. The result is 1 (blocker). (6) The drug is Cc1cc(-c2nc3c4c(ccc3o2)CCN(CCCSc2nnc(-c3ocnc3C)n2C)CC4)n(C)n1. The result is 1 (blocker). (7) The drug is Cc1ccc2c(-c3nnc(SCCN4CCc5cc6nc(C)oc6c(C)c5CC4)n3C)cccc2n1. The result is 0 (non-blocker).